This data is from Experimentally validated miRNA-target interactions with 360,000+ pairs, plus equal number of negative samples. The task is: Binary Classification. Given a miRNA mature sequence and a target amino acid sequence, predict their likelihood of interaction. (1) The miRNA is hsa-miR-409-3p with sequence GAAUGUUGCUCGGUGAACCCCU. The protein sequence of the target gene is MASLGQILFWSIISIIIILAGAIALIIGFGISGRHSITVTTVASAGNIGEDGILSCTFEPDIKLSDIVIQWLKEGVLGLVHEFKEGKDELSEQDEMFRGRTAVFADQVIVGNASLRLKNVQLTDAGTYKCYIITSKGKGNANLEYKTGAFSMPEVNVDYNASSETLRCEAPRWFPQPTVVWASQVDQGANFSEVSNTSFELNSENVTMKVVSVLYNVTINNTYSCMIENDIAKATGDIKVTESEIKRRSHLQLLNSKASLCVSSFFAISWALLPLSPYLMLK. Result: 0 (no interaction). (2) The miRNA is mmu-miR-1194 with sequence GAAUGAGUAACUGCUAGAUCCU. The protein sequence of the target gene is MEEYHRHCDEVGFNAEEAHNIVKECVDGVLGGEDYNHNNINQWTASIVEQSLTHLVKLGKAYKYIVTCAVVQKSAYGFHTASSCFWDTTSDGTCTVRWENRTMNCIVNVFAIAIVL. Result: 0 (no interaction). (3) The miRNA is hsa-miR-3065-3p with sequence UCAGCACCAGGAUAUUGUUGGAG. The protein sequence of the target gene is MNRYAVSSLVGQGSFGCVYKATRKDDSKVVAIKVISKRGRATKELKNLRRECDIQARLKHPHVIEMIESFESKTDLFVVTEFALMDLHRYLSYNGAMGEEPARRVTGHLVSALYYLHSNRILHRDLKPQNVLLDKNMHAKLCDFGLARNMTLGTHVLTSIKGTPLYMAPELLAEQPYDHHADMWSLGCIAYESMAGQPPFCASSILHLVKMIKHEDVKWPSTLTSECRSFLQGLLEKDPGLRISWTQLLCHPFVEGRIFIAETQAEAAKESPFTNPEAKVKSSKQSDPEVGDLDEALAAL.... Result: 0 (no interaction).